Dataset: Forward reaction prediction with 1.9M reactions from USPTO patents (1976-2016). Task: Predict the product of the given reaction. (1) Given the reactants [CH:1]1([C@@H:7]([NH:9][C:10]([C:12]2[CH:13]=[C:14]3[C:18](=[CH:19][CH:20]=2)[NH:17][N:16]=[C:15]3I)=[O:11])[CH3:8])[CH2:6][CH2:5][CH2:4][CH2:3][CH2:2]1.[O:22]1[CH2:27][CH2:26][N:25]([C:28]2[CH:33]=[CH:32][C:31](B3OC(C)(C)C(C)(C)O3)=[CH:30][CH:29]=2)[CH2:24][CH2:23]1.C([O-])([O-])=O.[Na+].[Na+], predict the reaction product. The product is: [CH:1]1([C@@H:7]([NH:9][C:10]([C:12]2[CH:13]=[C:14]3[C:18](=[CH:19][CH:20]=2)[NH:17][N:16]=[C:15]3[C:31]2[CH:30]=[CH:29][C:28]([N:25]3[CH2:24][CH2:23][O:22][CH2:27][CH2:26]3)=[CH:33][CH:32]=2)=[O:11])[CH3:8])[CH2:6][CH2:5][CH2:4][CH2:3][CH2:2]1. (2) Given the reactants [C:1]([O:5][C:6]([N:8]1[C:17]2[C:12](=[CH:13][C:14]([O:18][CH2:19][CH2:20][CH2:21][CH2:22]Br)=[CH:15][CH:16]=2)[CH2:11][CH2:10][CH2:9]1)=[O:7])([CH3:4])([CH3:3])[CH3:2].[CH2:24]([NH:27][CH3:28])[CH:25]=[CH2:26], predict the reaction product. The product is: [C:1]([O:5][C:6]([N:8]1[C:17]2[C:12](=[CH:13][C:14]([O:18][CH2:19][CH2:20][CH2:21][CH2:22][N:27]([CH2:24][CH:25]=[CH2:26])[CH3:28])=[CH:15][CH:16]=2)[CH2:11][CH2:10][CH2:9]1)=[O:7])([CH3:4])([CH3:3])[CH3:2]. (3) Given the reactants [CH3:1][O:2][C:3]1[CH:12]=[C:11]2[C:6]([CH:7]=[C:8]([C:14]([OH:16])=O)[C:9]([CH3:13])=[N:10]2)=[CH:5][CH:4]=1.[F:17][C:18]1[CH:19]=[C:20]([N:30]2[CH2:34][C@H:33]([CH2:35][NH2:36])[O:32][C:31]2=[O:37])[CH:21]=[CH:22][C:23]=1[N:24]1[CH2:29][CH2:28][S:27][CH2:26][CH2:25]1, predict the reaction product. The product is: [CH3:1][O:2][C:3]1[CH:12]=[C:11]2[C:6]([CH:7]=[C:8]([C:14]([NH:36][CH2:35][C@@H:33]3[O:32][C:31](=[O:37])[N:30]([C:20]4[CH:21]=[CH:22][C:23]([N:24]5[CH2:25][CH2:26][S:27][CH2:28][CH2:29]5)=[C:18]([F:17])[CH:19]=4)[CH2:34]3)=[O:16])[C:9]([CH3:13])=[N:10]2)=[CH:5][CH:4]=1. (4) Given the reactants CCCCCCC.[CH3:8][CH2:9][O:10]CC.[O:13]([CH2:20][C:21]([O:23][CH2:24][CH2:25][CH2:26][CH2:27][C:28](=[O:35])[C:29]1[CH:34]=[CH:33][CH:32]=[CH:31][CH:30]=1)=[O:22])[C:14]1[CH:19]=[CH:18][CH:17]=[CH:16][CH:15]=1, predict the reaction product. The product is: [C:29]1([C:28]2([CH2:27][CH2:26][CH2:25][CH2:24][O:23][C:21](=[O:22])[CH2:20][O:13][C:14]3[CH:15]=[CH:16][CH:17]=[CH:18][CH:19]=3)[O:10][CH2:9][CH2:8][O:35]2)[CH:34]=[CH:33][CH:32]=[CH:31][CH:30]=1.